This data is from Reaction yield outcomes from USPTO patents with 853,638 reactions. The task is: Predict the reaction yield, written as a fraction of the theoretical maximum amount of product (1.0 means a 100% yield; for example, 0.34 means a 34% yield). (1) The reactants are [CH2:1]([O:3][C:4]([C:6]1[CH:7]=[N:8][C:9]2[C:14]([C:15]=1Cl)=[CH:13][CH:12]=[CH:11][C:10]=2[O:17][CH3:18])=[O:5])[CH3:2].[NH2:19][CH2:20][CH2:21][CH2:22][CH3:23]. No catalyst specified. The product is [CH2:1]([O:3][C:4]([C:6]1[CH:7]=[N:8][C:9]2[C:14]([C:15]=1[NH:19][CH2:20][CH2:21][CH2:22][CH3:23])=[CH:13][CH:12]=[CH:11][C:10]=2[O:17][CH3:18])=[O:5])[CH3:2]. The yield is 1.00. (2) The reactants are C[O:2][C:3](=[O:33])[CH:4]([C:10]1[CH:11]=[C:12]([C:23]2[CH:28]=[CH:27][C:26]([C:29]([F:32])([F:31])[F:30])=[CH:25][CH:24]=2)[C:13]([Cl:22])=[C:14]([O:16][CH2:17][C:18]([F:21])([F:20])[F:19])[CH:15]=1)[CH2:5][CH:6]1[CH2:9][CH2:8][CH2:7]1.CCO.[OH-].[K+]. The catalyst is O. The product is [Cl:22][C:13]1[C:12]([C:23]2[CH:24]=[CH:25][C:26]([C:29]([F:32])([F:31])[F:30])=[CH:27][CH:28]=2)=[CH:11][C:10]([CH:4]([CH2:5][CH:6]2[CH2:9][CH2:8][CH2:7]2)[C:3]([OH:33])=[O:2])=[CH:15][C:14]=1[O:16][CH2:17][C:18]([F:19])([F:20])[F:21]. The yield is 0.900. (3) The reactants are [NH2:1][C@@H:2]([C:10]([OH:12])=[O:11])[CH2:3][C:4]1[CH:9]=[CH:8][CH:7]=[CH:6][CH:5]=1.C/C(/O[Si](C)(C)C)=N\[Si](C)(C)C.C(N(CC)C(C)C)(C)C.[CH2:34]([S:36](Cl)(=[O:38])=[O:37])[CH3:35]. No catalyst specified. The product is [CH2:34]([S:36]([NH:1][C@@H:2]([C:10]([OH:12])=[O:11])[CH2:3][C:4]1[CH:9]=[CH:8][CH:7]=[CH:6][CH:5]=1)(=[O:38])=[O:37])[CH3:35]. The yield is 0.790. (4) The reactants are [F:1][C:2]([F:43])([F:42])[C@H:3]([N:29]1[CH2:33][CH2:32][C@H:31]([NH:34]C(=O)OC(C)(C)C)[CH2:30]1)[C:4]1[CH:5]=[CH:6][C:7]2[N:8]([C:10]([C:13]3[CH:22]=[CH:21][C:20]4[C:15](=[CH:16][C:17]([O:23][C@H:24]([CH3:28])[CH2:25][O:26][CH3:27])=[CH:18][CH:19]=4)[N:14]=3)=[N:11][N:12]=2)[CH:9]=1.[ClH:44]. The catalyst is ClCCl. The product is [ClH:44].[ClH:44].[F:42][C:2]([F:1])([F:43])[C@H:3]([N:29]1[CH2:33][CH2:32][C@H:31]([NH2:34])[CH2:30]1)[C:4]1[CH:5]=[CH:6][C:7]2[N:8]([C:10]([C:13]3[CH:22]=[CH:21][C:20]4[C:15](=[CH:16][C:17]([O:23][C@H:24]([CH3:28])[CH2:25][O:26][CH3:27])=[CH:18][CH:19]=4)[N:14]=3)=[N:11][N:12]=2)[CH:9]=1. The yield is 0.770. (5) The reactants are [F:1][C:2]1[CH:3]=[C:4]([NH:9][C:10]([NH2:12])=[S:11])[CH:5]=[C:6]([F:8])[CH:7]=1.BrBr. The catalyst is ClCCCl. The product is [F:1][C:2]1[CH:7]=[C:6]([F:8])[C:5]2[S:11][C:10]([NH2:12])=[N:9][C:4]=2[CH:3]=1. The yield is 0.900. (6) The reactants are C(O)C.C([O:6][C:7](=[O:35])[CH2:8][CH2:9][CH2:10][N:11]1[CH:15]=[C:14]([C:16]2[C:28]3[C:27]4[C:22](=[CH:23][CH:24]=[CH:25][CH:26]=4)[C:21]([OH:33])([C:29]([F:32])([F:31])[F:30])[C:20]=3[CH:19]=[C:18]([CH3:34])[CH:17]=2)[CH:13]=[N:12]1)C.[OH-].[Na+].Cl. The catalyst is O. The product is [OH:33][C:21]1([C:29]([F:31])([F:32])[F:30])[C:20]2[CH:19]=[C:18]([CH3:34])[CH:17]=[C:16]([C:14]3[CH:13]=[N:12][N:11]([CH2:10][CH2:9][CH2:8][C:7]([OH:35])=[O:6])[CH:15]=3)[C:28]=2[C:27]2[C:22]1=[CH:23][CH:24]=[CH:25][CH:26]=2. The yield is 1.00. (7) The reactants are Br[CH2:2][C:3]([O:5][CH2:6][CH3:7])=[O:4].[CH3:8][O:9][C:10]1[CH:16]=[CH:15][C:13]([NH2:14])=[CH:12][CH:11]=1.CCN([CH:23]([CH3:25])C)C(C)C. The catalyst is CC#N. The product is [CH3:8][O:9][C:10]1[CH:16]=[CH:15][C:13]([N:14]([CH2:2][C:3]([O:5][CH2:23][CH3:25])=[O:4])[CH2:2][C:3]([O:5][CH2:6][CH3:7])=[O:4])=[CH:12][CH:11]=1. The yield is 1.00. (8) The reactants are Cl[CH2:2][CH2:3][CH2:4][N:5]1[C:14]2[C:9](=[CH:10][CH:11]=[CH:12][CH:13]=2)[CH:8]=[CH:7][C:6]1=[O:15].C([O-])([O-])=O.[K+].[K+].[CH2:22]([O:25][CH:26]1[CH2:31][CH2:30][NH:29][CH2:28][CH2:27]1)[CH2:23][CH3:24].CC#N. The yield is 0.590. The catalyst is O.CCOC(C)=O. The product is [CH2:22]([O:25][CH:26]1[CH2:31][CH2:30][N:29]([CH2:2][CH2:3][CH2:4][N:5]2[C:14]3[C:9](=[CH:10][CH:11]=[CH:12][CH:13]=3)[CH:8]=[CH:7][C:6]2=[O:15])[CH2:28][CH2:27]1)[CH2:23][CH3:24]. (9) The reactants are [Cl:1][C:2]1[CH:10]=[C:9]2[C:5]([C:6]([CH:11]=[O:12])=[CH:7][NH:8]2)=[CH:4][C:3]=1[C:13]1[CH:25]=[CH:24][C:16]([O:17][CH2:18][CH2:19][NH:20][C:21](=[O:23])[CH3:22])=[CH:15][CH:14]=1.CC(=CC)C.Cl([O-])=[O:32].[Na+].OP([O-])(O)=O.[Na+]. The catalyst is C(#N)C.O.C(O)(C)(C)C. The yield is 0.260. The product is [C:21]([NH:20][CH2:19][CH2:18][O:17][C:16]1[CH:24]=[CH:25][C:13]([C:3]2[CH:4]=[C:5]3[C:9](=[CH:10][C:2]=2[Cl:1])[NH:8][CH:7]=[C:6]3[C:11]([OH:32])=[O:12])=[CH:14][CH:15]=1)(=[O:23])[CH3:22].